Dataset: Reaction yield outcomes from USPTO patents with 853,638 reactions. Task: Predict the reaction yield, written as a fraction of the theoretical maximum amount of product (1.0 means a 100% yield; for example, 0.34 means a 34% yield). (1) The reactants are FC1C=C(F)C=CC=1C1C=C(COS(C)(=O)=O)C(=O)N(CC(C)C)N=1.[F:26][C:27]1[CH:28]=[C:29]([CH:51]=[CH:52][C:53]=1[F:54])[CH2:30][N:31]1[C:36](=[O:37])[C:35]([C:38]([O:40]C)=[O:39])=[CH:34][C:33]([C:42]2[CH:47]=[CH:46][C:45]([O:48][CH3:49])=[C:44]([F:50])[CH:43]=2)=[N:32]1. No catalyst specified. The product is [C:38]([C:35]1[C:36](=[O:37])[N:31]([CH2:30][C:29]2[CH:51]=[CH:52][C:53]([F:54])=[C:27]([F:26])[CH:28]=2)[N:32]=[C:33]([C:42]2[CH:47]=[CH:46][C:45]([O:48][CH3:49])=[C:44]([F:50])[CH:43]=2)[CH:34]=1)([OH:40])=[O:39]. The yield is 0.976. (2) The reactants are Br[C:2]1[CH:3]=[C:4]([N:10]2[C:14]3=[N:15][CH:16]=[CH:17][CH:18]=[C:13]3[C:12]([C:19]([O:21][CH3:22])=[O:20])=[N:11]2)[CH:5]=[C:6]([C:8]#[N:9])[CH:7]=1.[C:23]([C@:25]1([OH:32])[CH2:29][CH2:28][N:27]([CH3:30])[C:26]1=[O:31])#[CH:24]. The product is [C:8]([C:6]1[CH:5]=[C:4]([N:10]2[C:14]3=[N:15][CH:16]=[CH:17][CH:18]=[C:13]3[C:12]([C:19]([O:21][CH3:22])=[O:20])=[N:11]2)[CH:3]=[C:2]([C:24]#[C:23][C@:25]2([OH:32])[CH2:29][CH2:28][N:27]([CH3:30])[C:26]2=[O:31])[CH:7]=1)#[N:9]. The yield is 0.400. No catalyst specified.